This data is from Catalyst prediction with 721,799 reactions and 888 catalyst types from USPTO. The task is: Predict which catalyst facilitates the given reaction. Reactant: C([Li])CCC.Br[C:7]1[CH:12]=[C:11]([O:13][CH2:14][C:15]2[CH:20]=[CH:19][CH:18]=[CH:17][CH:16]=2)[CH:10]=[C:9]([F:21])[CH:8]=1.CN(C)[CH:24]=[O:25]. Product: [CH2:14]([O:13][C:11]1[CH:12]=[C:7]([CH:8]=[C:9]([F:21])[CH:10]=1)[CH:24]=[O:25])[C:15]1[CH:20]=[CH:19][CH:18]=[CH:17][CH:16]=1. The catalyst class is: 7.